Dataset: Catalyst prediction with 721,799 reactions and 888 catalyst types from USPTO. Task: Predict which catalyst facilitates the given reaction. (1) Reactant: [CH3:1][N:2]1[CH2:7][CH2:6][N:5]([C:8]2[N:13]=[CH:12][C:11]([NH2:14])=[C:10]([C:15]3[CH:20]=[CH:19][CH:18]=[CH:17][C:16]=3[CH3:21])[CH:9]=2)[CH2:4][CH2:3]1.[C:22](#N)C.C(N(C(C)C)CC)(C)C.ClC(OCC)=O. Product: [CH3:22][NH:14][C:11]1[CH:12]=[N:13][C:8]([N:5]2[CH2:4][CH2:3][N:2]([CH3:1])[CH2:7][CH2:6]2)=[CH:9][C:10]=1[C:15]1[CH:20]=[CH:19][CH:18]=[CH:17][C:16]=1[CH3:21]. The catalyst class is: 69. (2) Reactant: N1C=CC=[CH:3][CH:2]=1.[Cl:7][C:8]1[CH:16]=[CH:15][CH:14]=[C:13]([Cl:17])[C:9]=1[C:10](Cl)=[O:11].C1(C)C=CC=CC=1.[NH2:25][C:26]1[CH:38]=[C:37]([C:39]2[CH:44]=[CH:43][CH:42]=[CH:41][CH:40]=2)[CH:36]=[CH:35][C:27]=1[C:28]([O:30][C:31]([CH3:34])(C)C)=[O:29]. Product: [Cl:7][C:8]1[CH:16]=[CH:15][CH:14]=[C:13]([Cl:17])[C:9]=1[C:10]([NH:25][C:26]1[CH:38]=[C:37]([C:39]2[CH:40]=[CH:41][CH:42]=[CH:43][CH:44]=2)[CH:36]=[CH:35][C:27]=1[C:28]([O:30][CH2:31][CH2:34][CH2:2][CH3:3])=[O:29])=[O:11]. The catalyst class is: 6. (3) Reactant: Br[C:2]([CH3:23])([CH3:22])[C:3]([C:5]1[CH:10]=[CH:9][C:8]([CH:11]([C:16]2[CH:21]=[CH:20][CH:19]=[CH:18][CH:17]=2)[CH2:12][C:13]([O-:15])=[O:14])=[CH:7][CH:6]=1)=[O:4].[OH-:24].[Na+].O. Product: [OH:24][C:2]([CH3:23])([CH3:22])[C:3]([C:5]1[CH:10]=[CH:9][C:8]([CH:11]([C:16]2[CH:21]=[CH:20][CH:19]=[CH:18][CH:17]=2)[CH2:12][C:13]([OH:15])=[O:14])=[CH:7][CH:6]=1)=[O:4]. The catalyst class is: 57.